From a dataset of Forward reaction prediction with 1.9M reactions from USPTO patents (1976-2016). Predict the product of the given reaction. Given the reactants [Cl:1][C:2]1[N:10]=[C:9]2[C:5]([N:6]=[CH:7][N:8]2[CH:11]2[CH2:15][CH2:14][O:13][CH2:12]2)=[C:4](Cl)[N:3]=1.[NH2:17][C:18]1[CH:23]=[CH:22][CH:21]=[CH:20][CH:19]=1, predict the reaction product. The product is: [Cl:1][C:2]1[N:10]=[C:9]2[C:5]([N:6]=[CH:7][N:8]2[CH:11]2[CH2:15][CH2:14][O:13][CH2:12]2)=[C:4]([NH:17][C:18]2[CH:23]=[CH:22][CH:21]=[CH:20][CH:19]=2)[N:3]=1.